This data is from Forward reaction prediction with 1.9M reactions from USPTO patents (1976-2016). The task is: Predict the product of the given reaction. (1) Given the reactants [C:1]([O:5][C:6]([NH:8][C:9]1[O:17][C:16]2[C:11](=[N:12][CH:13]=[C:14]([CH2:18][CH2:19][CH2:20][OH:21])[CH:15]=2)[C:10]=1[C:22]([O:24][CH2:25][CH3:26])=[O:23])=[O:7])([CH3:4])([CH3:3])[CH3:2].CC(OI1(OC(C)=O)(OC(C)=O)OC(=O)C2C=CC=CC1=2)=O, predict the reaction product. The product is: [C:1]([O:5][C:6]([NH:8][C:9]1[O:17][C:16]2[C:11](=[N:12][CH:13]=[C:14]([CH2:18][CH2:19][CH:20]=[O:21])[CH:15]=2)[C:10]=1[C:22]([O:24][CH2:25][CH3:26])=[O:23])=[O:7])([CH3:4])([CH3:3])[CH3:2]. (2) Given the reactants [F:1][C:2]1[CH:7]=[C:6]([CH3:8])[CH:5]=[CH:4][C:3]=1[C:9]1[CH:14]=[C:13]([C:15]2[CH2:19][C@@H:18]([C:20]3[CH:25]=[CH:24][CH:23]=[CH:22][N:21]=3)[O:17][N:16]=2)[CH:12]=[C:11]([C:26]([OH:28])=O)[CH:10]=1.Cl.[N:30]1[N:31]=[C:32]([C@@H:35]([NH2:37])[CH3:36])[NH:33][CH:34]=1.C(Cl)CCl.C1C=NC2N(O)N=NC=2C=1.C(N(CC)CC)C, predict the reaction product. The product is: [F:1][C:2]1[CH:7]=[C:6]([CH3:8])[CH:5]=[CH:4][C:3]=1[C:9]1[CH:14]=[C:13]([C:15]2[CH2:19][C@@H:18]([C:20]3[CH:25]=[CH:24][CH:23]=[CH:22][N:21]=3)[O:17][N:16]=2)[CH:12]=[C:11]([C:26]([NH:37][C@H:35]([C:32]2[NH:33][CH:34]=[N:30][N:31]=2)[CH3:36])=[O:28])[CH:10]=1. (3) Given the reactants C(OC([N:8]1[CH2:17][CH2:16][C:15]2[C:11](=[C:12](OS(C(F)(F)F)(=O)=O)[N:13]([CH:18]3[CH2:23][CH2:22][CH2:21][CH2:20][CH2:19]3)[N:14]=2)[CH2:10][CH2:9]1)=O)(C)(C)C.[Cl:32][C:33]1[CH:38]=[CH:37][C:36](B(O)O)=[CH:35][CH:34]=1, predict the reaction product. The product is: [Cl:32][C:33]1[CH:38]=[CH:37][C:36]([C:12]2[N:13]([CH:18]3[CH2:19][CH2:20][CH2:21][CH2:22][CH2:23]3)[N:14]=[C:15]3[C:11]=2[CH2:10][CH2:9][NH:8][CH2:17][CH2:16]3)=[CH:35][CH:34]=1. (4) Given the reactants [N+:1]([C:4]1[CH:12]=[C:11]2[C:7]([C:8]([CH:21]=[O:22])=[N:9][N:10]2[CH2:13][O:14][CH2:15][CH2:16][Si:17]([CH3:20])([CH3:19])[CH3:18])=[CH:6][CH:5]=1)([O-:3])=[O:2].CC(=CC)C.P([O-])(O)(O)=O.[Na+].Cl([O-])=O.[Na+].C[Si](C=[N+]=[N-])(C)C.C[C:46](O)=[O:47], predict the reaction product. The product is: [N+:1]([C:4]1[CH:12]=[C:11]2[C:7]([C:8]([C:21]([O:47][CH3:46])=[O:22])=[N:9][N:10]2[CH2:13][O:14][CH2:15][CH2:16][Si:17]([CH3:18])([CH3:19])[CH3:20])=[CH:6][CH:5]=1)([O-:3])=[O:2].